Dataset: Full USPTO retrosynthesis dataset with 1.9M reactions from patents (1976-2016). Task: Predict the reactants needed to synthesize the given product. (1) Given the product [ClH:28].[CH3:27][O:26][C:4]1[CH:5]=[C:6]([C@@H:9]2[O:14][CH2:13][C@@H:12]3[CH2:15][NH:16][CH2:17][CH2:18][N:11]3[CH2:10]2)[CH:7]=[CH:8][C:3]=1[C:1]#[N:2], predict the reactants needed to synthesize it. The reactants are: [C:1]([C:3]1[CH:8]=[CH:7][C:6]([C@@H:9]2[O:14][CH2:13][C@@H:12]3[CH2:15][N:16](C(OC(C)(C)C)=O)[CH2:17][CH2:18][N:11]3[CH2:10]2)=[CH:5][C:4]=1[O:26][CH3:27])#[N:2].[ClH:28]. (2) Given the product [CH2:31]([C@H:30]1[C@@H:26]([C:6]2[N:7]3[C:12]4[CH:13]=[CH:14][NH:15][C:11]=4[N:10]=[CH:9][C:8]3=[C:4]([CH2:1][CH2:2][OH:41])[N:5]=2)[CH2:27][C@@H:28]([NH:33][S:34]([CH:37]2[CH2:39][CH2:38]2)(=[O:36])=[O:35])[CH2:29]1)[CH3:32], predict the reactants needed to synthesize it. The reactants are: [CH2:1]([C:4]1[N:5]=[C:6]([C@@H:26]2[C@H:30]([CH2:31][CH3:32])[CH2:29][C@H:28]([NH:33][S:34]([CH:37]3[CH2:39][CH2:38]3)(=[O:36])=[O:35])[CH2:27]2)[N:7]2[C:12]3[CH:13]=[CH:14][N:15](S(C4C=CC(C)=CC=4)(=O)=O)[C:11]=3[N:10]=[CH:9][C:8]=12)[CH:2]=C.I([O-])(=O)(=O)=[O:41].[Na+].[BH4-].[Na+].Cl.[OH-].[Na+]. (3) Given the product [C:1]([C:3]1[CH:4]=[C:5]([C:13]2[S:17][N:16]=[C:15]([C:18]3[CH:26]=[CH:25][CH:24]=[C:23]4[C:19]=3[CH2:20][CH2:21][C@@H:22]4[NH:27][S:28]([CH2:31][CH2:32][OH:33])(=[O:29])=[O:30])[N:14]=2)[CH:6]=[CH:7][C:8]=1[O:9][CH:10]([CH3:12])[CH3:11])#[N:2], predict the reactants needed to synthesize it. The reactants are: [C:1]([C:3]1[CH:4]=[C:5]([C:13]2[S:17][N:16]=[C:15]([C:18]3[CH:26]=[CH:25][CH:24]=[C:23]4[C:19]=3[CH2:20][CH2:21][C@@H:22]4[NH:27][S:28]([CH2:31][C:32](OC)=[O:33])(=[O:30])=[O:29])[N:14]=2)[CH:6]=[CH:7][C:8]=1[O:9][CH:10]([CH3:12])[CH3:11])#[N:2].[BH4-].[Na+].CO. (4) Given the product [Cl:1][C:2]1[CH:3]=[C:4]([CH:18]=[CH:19][CH:20]=1)[NH:5][C:6]1[N:11]=[C:10]([C:12]2[N:16]([CH3:22])[C:15]([CH3:17])=[N:14][CH:13]=2)[CH:9]=[CH:8][N:7]=1, predict the reactants needed to synthesize it. The reactants are: [Cl:1][C:2]1[CH:3]=[C:4]([CH:18]=[CH:19][CH:20]=1)[NH:5][C:6]1[N:11]=[C:10]([C:12]2[NH:16][C:15]([CH3:17])=[N:14][CH:13]=2)[CH:9]=[CH:8][N:7]=1.Cl[C:22]1C=C(NC(N)=N)C=CC=1. (5) Given the product [CH3:16][O:15][C:13](=[O:14])[C:12]([C:2]1[CH:11]=[CH:10][CH:9]=[C:8]2[C:3]=1[CH:4]=[CH:5][N:6]=[CH:7]2)=[O:17], predict the reactants needed to synthesize it. The reactants are: Br[C:2]1[CH:11]=[CH:10][CH:9]=[C:8]2[C:3]=1[CH:4]=[CH:5][N:6]=[CH:7]2.[C:12](OC)(=[O:17])[C:13]([O:15][CH3:16])=[O:14]. (6) Given the product [N:55]([C@@:23]1([OH:24])[C@@H:22]([CH3:25])[O:21][C@H:11]([O:12][C:13]2[CH:14]=[CH:15][C:16]([O:19][CH3:20])=[CH:17][CH:18]=2)[C@H:10]([O:26][C:27](=[O:33])[CH2:28][CH2:29][C:30]([CH3:32])=[O:31])[C@H:9]1[O:8][CH2:1][C:2]1[CH:7]=[CH:6][CH:5]=[CH:4][CH:3]=1)=[N+:56]=[N-:57], predict the reactants needed to synthesize it. The reactants are: [CH2:1]([O:8][C@H:9]1[C@@H:23]([OH:24])[C@@H:22]([CH3:25])[O:21][C@H:11]([O:12][C:13]2[CH:18]=[CH:17][C:16]([O:19][CH3:20])=[CH:15][CH:14]=2)[C@@H:10]1[O:26][C:27](=[O:33])[CH2:28][CH2:29][C:30]([CH3:32])=[O:31])[C:2]1[CH:7]=[CH:6][CH:5]=[CH:4][CH:3]=1.N1C=CC=CC=1.S(OS(C(F)(F)F)(=O)=O)(C(F)(F)F)(=O)=O.[N-:55]=[N+:56]=[N-:57].[Na+].